This data is from Forward reaction prediction with 1.9M reactions from USPTO patents (1976-2016). The task is: Predict the product of the given reaction. Given the reactants [NH2:1][C:2]1[CH:7]=[C:6](C)[C:5](C)=[CH:4][C:3]=1[NH:10][C:11]([C:13]1[NH:14][N:15]=[C:16]2[C:21]=1[CH2:20][CH2:19][N:18]([C:22]([O:24][C:25]([CH3:28])([CH3:27])[CH3:26])=[O:23])[CH2:17]2)=[O:12].CN(C(ON1N=NC2C=CC=CC1=2)=[N+](C)C)C.F[P-](F)(F)(F)(F)F.C(N(C(C)C)CC)(C)C.NC1C=C(C)C(C)=CC=1N.[Na+].[Cl-], predict the reaction product. The product is: [NH2:1][C:2]1[CH:7]=[CH:6][CH:5]=[CH:4][C:3]=1[NH:10][C:11]([C:13]1[NH:14][N:15]=[C:16]2[C:21]=1[CH2:20][CH2:19][N:18]([C:22]([O:24][C:25]([CH3:28])([CH3:27])[CH3:26])=[O:23])[CH2:17]2)=[O:12].